Dataset: Full USPTO retrosynthesis dataset with 1.9M reactions from patents (1976-2016). Task: Predict the reactants needed to synthesize the given product. (1) Given the product [CH3:44][CH:42]([CH3:43])[C:41]([NH:40][C:35]1[CH:36]=[CH:37][C:38]([CH3:39])=[C:33]([CH:30]2[CH2:31][CH2:32][N:27]([CH2:26][CH2:25][CH2:24][NH:23][C:8](=[O:9])[C:7]([C:1]3[CH:6]=[CH:5][CH:4]=[CH:3][CH:2]=3)([C:17]3[CH:18]=[CH:19][CH:20]=[CH:21][CH:22]=3)[C:11]3[CH:12]=[CH:13][CH:14]=[CH:15][CH:16]=3)[CH2:28][CH2:29]2)[CH:34]=1)=[O:45], predict the reactants needed to synthesize it. The reactants are: [C:1]1([C:7]([C:17]2[CH:22]=[CH:21][CH:20]=[CH:19][CH:18]=2)([C:11]2[CH:16]=[CH:15][CH:14]=[CH:13][CH:12]=2)[C:8](O)=[O:9])[CH:6]=[CH:5][CH:4]=[CH:3][CH:2]=1.[NH2:23][CH2:24][CH2:25][CH2:26][N:27]1[CH2:32][CH2:31][CH:30]([C:33]2[CH:34]=[C:35]([NH:40][C:41](=[O:45])[CH:42]([CH3:44])[CH3:43])[CH:36]=[CH:37][C:38]=2[CH3:39])[CH2:29][CH2:28]1. (2) Given the product [CH3:35][O:34][C:31]1[N:32]=[CH:33][C:28]([NH:27][C:16]2[CH:15]=[C:14]([C:20]([F:22])([F:23])[F:21])[C:13]3[N:12]([CH3:24])[C@H:11]4[CH2:25][CH2:26][NH:8][CH2:9][C@H:10]4[C:18]=3[CH:17]=2)=[CH:29][CH:30]=1, predict the reactants needed to synthesize it. The reactants are: C(OC([N:8]1[CH2:26][CH2:25][C@@H:11]2[N:12]([CH3:24])[C:13]3[C:14]([C:20]([F:23])([F:22])[F:21])=[CH:15][C:16](Br)=[CH:17][C:18]=3[C@@H:10]2[CH2:9]1)=O)(C)(C)C.[NH2:27][C:28]1[CH:29]=[CH:30][C:31]([O:34][CH3:35])=[N:32][CH:33]=1.CC([O-])(C)C.[Na+]. (3) Given the product [F:1][C:2]1[CH:7]=[CH:6][CH:5]=[CH:4][C:3]=1[N:8]1[C:12]([CH2:13][O:14][C:15]2[CH:23]=[CH:22][C:18]([C:19]([NH:32][CH:29]([CH3:30])[CH3:28])=[O:21])=[CH:17][N:16]=2)=[C:11]([CH3:24])[N:10]=[N:9]1, predict the reactants needed to synthesize it. The reactants are: [F:1][C:2]1[CH:7]=[CH:6][CH:5]=[CH:4][C:3]=1[N:8]1[C:12]([CH2:13][O:14][C:15]2[CH:23]=[CH:22][C:18]([C:19]([OH:21])=O)=[CH:17][N:16]=2)=[C:11]([CH3:24])[N:10]=[N:9]1.FC1C=[CH:30][C:29]([N:32]2C(COC3C=CC(C(O)=O)=CN=3)=C(C)N=N2)=[CH:28]C=1. (4) Given the product [CH3:1][O:2][C:3]1[CH:4]=[CH:5][C:6]([N:9]2[C:13]3=[C:14]4[C:18](=[CH:19][CH:20]=[C:12]3[C:11]([C:21]#[N:23])=[N:10]2)[NH:17][N:16]=[CH:15]4)=[CH:7][CH:8]=1, predict the reactants needed to synthesize it. The reactants are: [CH3:1][O:2][C:3]1[CH:8]=[CH:7][C:6]([N:9]2[C:13]3=[C:14]4[C:18](=[CH:19][CH:20]=[C:12]3[C:11]([C:21]([NH2:23])=O)=[N:10]2)[NH:17][N:16]=[CH:15]4)=[CH:5][CH:4]=1.FC(F)(F)C(OC(=O)C(F)(F)F)=O. (5) Given the product [NH2:15][CH:16]([C:23]1[CH:24]=[CH:25][C:26]([O:29][CH3:30])=[CH:27][CH:28]=1)[CH2:17][C:18]([OH:20])=[O:19], predict the reactants needed to synthesize it. The reactants are: P([O-])([O-])([O-])=O.[K+].[K+].[K+].COC(C)(C)C.[NH2:15][CH:16]([C:23]1[CH:28]=[CH:27][C:26]([O:29][CH3:30])=[CH:25][CH:24]=1)[CH2:17][C:18]([O:20]CC)=[O:19]. (6) The reactants are: [Cl-].[CH3:2][C@@H:3]1[O:11][C:10](=[O:12])[C@@H:9]([NH3+:13])[CH2:8][CH2:7][CH2:6][C@H:5]([O:14][CH2:15][C:16]([CH3:18])=[CH2:17])[C@H:4]1[O:19][CH2:20][C:21]([CH3:23])=[CH2:22].[OH:24][C:25]1[C:26]([C:33](O)=[O:34])=[N:27][CH:28]=[CH:29][C:30]=1[O:31][CH3:32].CCN(C(C)C)C(C)C.C1CN([P+](ON2N=NC3C=CC=CC2=3)(N2CCCC2)N2CCCC2)CC1.F[P-](F)(F)(F)(F)F. Given the product [OH:24][C:25]1[C:26]([C:33]([NH:13][C@H:9]2[CH2:8][CH2:7][CH2:6][C@H:5]([O:14][CH2:15][C:16]([CH3:18])=[CH2:17])[C@@H:4]([O:19][CH2:20][C:21]([CH3:23])=[CH2:22])[C@H:3]([CH3:2])[O:11][C:10]2=[O:12])=[O:34])=[N:27][CH:28]=[CH:29][C:30]=1[O:31][CH3:32], predict the reactants needed to synthesize it.